Dataset: Forward reaction prediction with 1.9M reactions from USPTO patents (1976-2016). Task: Predict the product of the given reaction. (1) Given the reactants BrC1C(C)=CC(C)=CC=1C.C([Li])CCC.Br[C:17]1[CH:18]=[C:19]([CH2:22][C:23]([O:25][C:26]([CH3:29])([CH3:28])[CH3:27])=[O:24])[S:20][CH:21]=1.[Cl-].[NH4+].[O:32]1CCC[CH2:33]1, predict the reaction product. The product is: [CH:33]([C:17]1[CH:18]=[C:19]([CH2:22][C:23]([O:25][C:26]([CH3:29])([CH3:28])[CH3:27])=[O:24])[S:20][CH:21]=1)=[O:32]. (2) Given the reactants Cl[C:2]1[N:7]=[C:6]([NH:8][CH2:9][CH2:10][C:11]2[CH:16]=[CH:15][CH:14]=[CH:13][CH:12]=2)[CH:5]=[N+:4]([O-:17])[CH:3]=1.[N:18]1[CH:23]=[CH:22][C:21](B(O)O)=[CH:20][CH:19]=1.C(=O)([O-])[O-].[Na+].[Na+].C(O)C.O, predict the reaction product. The product is: [C:11]1([CH2:10][CH2:9][NH:8][C:6]2[CH:5]=[N+:4]([O-:17])[CH:3]=[C:2]([C:21]3[CH:22]=[CH:23][N:18]=[CH:19][CH:20]=3)[N:7]=2)[CH:16]=[CH:15][CH:14]=[CH:13][CH:12]=1. (3) Given the reactants Br[C:2]1[CH:7]=[C:6]([Cl:8])[N:5]=[N:4][C:3]=1[Cl:9].[NH3:10], predict the reaction product. The product is: [Cl:9][C:3]1[N:4]=[N:5][C:6]([Cl:8])=[CH:7][C:2]=1[NH2:10]. (4) The product is: [Br:16][C:14]1[CH:13]=[CH:12][C:11]2[CH:6]([CH2:5][C:4]([OH:17])=[O:3])[O:7][CH2:8][CH2:9][C:10]=2[CH:15]=1. Given the reactants C([O:3][C:4](=[O:17])[CH2:5][CH:6]1[C:11]2[CH:12]=[CH:13][C:14]([Br:16])=[CH:15][C:10]=2[CH2:9][CH2:8][O:7]1)C.[OH-].[Na+].O.C1CCCCC1, predict the reaction product. (5) Given the reactants Br[C:2]1[CH:3]=[C:4]([C:14]([NH:16][CH2:17][C:18]2[C:19](=[O:26])[NH:20][C:21]([CH3:25])=[CH:22][C:23]=2[CH3:24])=[O:15])[C:5]2[CH:10]=[N:9][N:8]([CH:11]([CH3:13])[CH3:12])[C:6]=2[N:7]=1.C([O-])([O-])=O.[K+].[K+].Cl.[NH:34]1[CH2:39][CH2:38][C:37](=[O:40])[CH2:36][CH2:35]1.O, predict the reaction product. The product is: [CH3:24][C:23]1[CH:22]=[C:21]([CH3:25])[NH:20][C:19](=[O:26])[C:18]=1[CH2:17][NH:16][C:14]([C:4]1[C:5]2[CH:10]=[N:9][N:8]([CH:11]([CH3:13])[CH3:12])[C:6]=2[N:7]=[C:2]([N:34]2[CH2:39][CH2:38][C:37](=[O:40])[CH2:36][CH2:35]2)[CH:3]=1)=[O:15]. (6) Given the reactants [C:1]([Si:5]([O:8][C:9]1[CH:14]=[CH:13][C:12]([C:15]([CH2:27][CH3:28])([C:18]2[CH:23]=[CH:22][C:21]([C:24]#[CH:25])=[C:20]([CH3:26])[CH:19]=2)[CH2:16][CH3:17])=[CH:11][C:10]=1[CH3:29])([CH3:7])[CH3:6])([CH3:4])([CH3:3])[CH3:2].CCCCCC.CON(C)[C:39]([C:41]1([CH3:47])[CH2:46][CH2:45][CH2:44][CH2:43][CH2:42]1)=[O:40].C(OCC)(=O)C, predict the reaction product. The product is: [C:1]([Si:5]([CH3:7])([CH3:6])[O:8][C:9]1[CH:14]=[CH:13][C:12]([C:15]([C:18]2[CH:23]=[CH:22][C:21]([C:24]#[C:25][C:39]([C:41]3([CH3:47])[CH2:46][CH2:45][CH2:44][CH2:43][CH2:42]3)=[O:40])=[C:20]([CH3:26])[CH:19]=2)([CH2:27][CH3:28])[CH2:16][CH3:17])=[CH:11][C:10]=1[CH3:29])([CH3:4])([CH3:3])[CH3:2]. (7) Given the reactants [Si]([O:8][CH2:9][CH2:10][N:11]1[C:15]2[N:16]=[C:17]([S:33][CH2:34][CH3:35])[N:18]([C:21]3[CH:26]=[CH:25][C:24]([O:27][CH2:28][C:29]([F:32])([F:31])[F:30])=[CH:23][CH:22]=3)[C:19](=[O:20])[C:14]=2[CH:13]=[CH:12]1)(C(C)(C)C)(C)C.[F-].C([N+](CCCC)(CCCC)CCCC)CCC.O1CCCC1, predict the reaction product. The product is: [CH2:34]([S:33][C:17]1[N:18]([C:21]2[CH:26]=[CH:25][C:24]([O:27][CH2:28][C:29]([F:31])([F:32])[F:30])=[CH:23][CH:22]=2)[C:19](=[O:20])[C:14]2[CH:13]=[CH:12][N:11]([CH2:10][CH2:9][OH:8])[C:15]=2[N:16]=1)[CH3:35]. (8) Given the reactants [C:1]([C:5]1[CH:10]=[CH:9][C:8]([S:11]([NH:14][C:15]2[N:19]([CH2:20][CH2:21][O:22][Si](C(C)(C)C)(C)C)[N:18]=[C:17]([O:30][CH2:31][CH2:32][O:33][C:34]3[N:39]=[CH:38][C:37]([Cl:40])=[CH:36][N:35]=3)[C:16]=2[C:41]2[CH:46]=[CH:45][C:44]([CH3:47])=[CH:43][CH:42]=2)(=[O:13])=[O:12])=[CH:7][CH:6]=1)([CH3:4])([CH3:3])[CH3:2].[F-].C([N+](CCCC)(CCCC)CCCC)CCC.C(OCC)(=O)C.CCCCCC, predict the reaction product. The product is: [C:1]([C:5]1[CH:6]=[CH:7][C:8]([S:11]([NH:14][C:15]2[N:19]([CH2:20][CH2:21][OH:22])[N:18]=[C:17]([O:30][CH2:31][CH2:32][O:33][C:34]3[N:39]=[CH:38][C:37]([Cl:40])=[CH:36][N:35]=3)[C:16]=2[C:41]2[CH:46]=[CH:45][C:44]([CH3:47])=[CH:43][CH:42]=2)(=[O:13])=[O:12])=[CH:9][CH:10]=1)([CH3:4])([CH3:3])[CH3:2]. (9) The product is: [C:32]([O:36][C:37](=[O:49])[CH2:38][O:39][C:40]1[CH:45]=[CH:44][C:43]([Cl:46])=[CH:42][C:41]=1[C:47]#[C:48][C:51]1[CH:56]=[CH:55][C:54]([C:57]2[CH:62]=[CH:61][C:60]([Cl:63])=[CH:59][CH:58]=2)=[C:53]([S:64]([CH3:67])(=[O:65])=[O:66])[CH:52]=1)([CH3:35])([CH3:34])[CH3:33]. Given the reactants C(OC(=O)COC1C=CC(Cl)=CC=1C#CC1C=C(S(CCC)(=O)=O)C=CC=1F)(C)(C)C.[C:32]([O:36][C:37](=[O:49])[CH2:38][O:39][C:40]1[CH:45]=[CH:44][C:43]([Cl:46])=[CH:42][C:41]=1[C:47]#[CH:48])([CH3:35])([CH3:34])[CH3:33].Br[C:51]1[CH:56]=[CH:55][C:54]([C:57]2[CH:62]=[CH:61][C:60]([Cl:63])=[CH:59][CH:58]=2)=[C:53]([S:64]([CH3:67])(=[O:66])=[O:65])[CH:52]=1, predict the reaction product.